This data is from Catalyst prediction with 721,799 reactions and 888 catalyst types from USPTO. The task is: Predict which catalyst facilitates the given reaction. (1) Reactant: [Cl:1][C:2]1[CH:3]=[C:4]([CH:8]2[CH2:13][N:12]([CH2:14][C@H:15]([OH:20])[C:16]([F:19])([F:18])[F:17])[CH2:11][CH2:10][O:9]2)[CH:5]=[CH:6][CH:7]=1.ClCCl.C(N(CC)CC)C.[Cl:31][C:32]1[CH:37]=[CH:36][C:35]([N:38]=[C:39]=[O:40])=[CH:34][C:33]=1[F:41]. Product: [ClH:1].[Cl:1][C:2]1[CH:3]=[C:4]([C@H:8]2[O:9][CH2:10][CH2:11][N:12]([CH2:14][C@H:15]([O:20][C:39](=[O:40])[NH:38][C:35]3[CH:36]=[CH:37][C:32]([Cl:31])=[C:33]([F:41])[CH:34]=3)[C:16]([F:18])([F:19])[F:17])[CH2:13]2)[CH:5]=[CH:6][CH:7]=1. The catalyst class is: 28. (2) Reactant: [F:1][C:2]1[CH:7]=[CH:6][C:5]([C:8](=[O:11])[CH2:9][CH3:10])=[C:4]([OH:12])[CH:3]=1.[C:13](=O)([O-])[O-].[K+].[K+].IC. Product: [F:1][C:2]1[CH:7]=[CH:6][C:5]([C:8](=[O:11])[CH2:9][CH3:10])=[C:4]([O:12][CH3:13])[CH:3]=1. The catalyst class is: 21. (3) Reactant: O.[NH2:2][NH2:3].[CH2:4]([O:6][C:7](=[O:21])[C:8](=O)[CH2:9][C:10](=O)[CH2:11][O:12][C:13]1[CH:18]=[CH:17][CH:16]=[CH:15][CH:14]=1)[CH3:5]. Product: [CH2:4]([O:6][C:7]([C:8]1[NH:2][N:3]=[C:10]([CH2:11][O:12][C:13]2[CH:18]=[CH:17][CH:16]=[CH:15][CH:14]=2)[CH:9]=1)=[O:21])[CH3:5]. The catalyst class is: 14. (4) Reactant: Br.[Br:2][CH2:3][CH2:4][CH2:5][CH2:6][CH2:7][CH2:8][CH2:9][CH2:10][CH2:11][CH2:12][CH2:13][CH2:14][CH2:15][CH2:16][CH2:17][CH2:18]Br.[OH2:20]. Product: [Br:2][CH2:3][CH2:4][CH2:5][CH2:6][CH2:7][CH2:8][CH2:9][CH2:10][CH2:11][CH2:12][CH2:13][CH2:14][CH2:15][CH2:16][CH2:17][CH2:18][OH:20]. The catalyst class is: 244. (5) Reactant: [C:1]([C:5]1[O:6][C:7]([C:13]([CH3:16])([CH3:15])[CH3:14])=[CH:8][C:9]=1[N:10]=[C:11]=[O:12])([O:3][CH3:4])=[O:2].[NH2:17][C:18]1[CH:23]=[CH:22][C:21]([CH3:24])=[CH:20][CH:19]=1. Product: [C:1]([C:5]1[O:6][C:7]([C:13]([CH3:16])([CH3:15])[CH3:14])=[CH:8][C:9]=1[NH:10][C:11]([NH:17][C:18]1[CH:23]=[CH:22][C:21]([CH3:24])=[CH:20][CH:19]=1)=[O:12])([O:3][CH3:4])=[O:2]. The catalyst class is: 11. (6) Reactant: C(Cl)(=O)C(Cl)=O.CS(C)=O.[Cl:11][C:12]1[CH:23]=[CH:22][C:15]([O:16][CH2:17][CH:18]([OH:21])[CH2:19][CH3:20])=[CH:14][CH:13]=1.C(N(CC)CC)C. Product: [Cl:11][C:12]1[CH:23]=[CH:22][C:15]([O:16][CH2:17][C:18](=[O:21])[CH2:19][CH3:20])=[CH:14][CH:13]=1. The catalyst class is: 343. (7) Reactant: [CH3:1][O:2][CH2:3][CH2:4][N:5]1C(=S)[N:8]=[N:7][NH:6]1.S([O:16][CH3:17])(OC)(=O)=O.[OH-].[K+].Cl.[CH2:21](Cl)Cl. Product: [CH3:1][O:2][CH2:3][CH2:4][N+:5]1[C:17]([O-:16])=[N:8][N:7]([CH3:21])[N:6]=1. The catalyst class is: 28.